Dataset: TCR-epitope binding with 47,182 pairs between 192 epitopes and 23,139 TCRs. Task: Binary Classification. Given a T-cell receptor sequence (or CDR3 region) and an epitope sequence, predict whether binding occurs between them. (1) The epitope is GLIYNRMGAVTTEV. The TCR CDR3 sequence is CASSQQGGVMNEKLFF. Result: 1 (the TCR binds to the epitope). (2) The epitope is EHPTFTSQYRIQGKL. The TCR CDR3 sequence is CSAGDWANNEQFF. Result: 0 (the TCR does not bind to the epitope). (3) The epitope is VVYRGTTTY. The TCR CDR3 sequence is CASSLGGDEQFF. Result: 1 (the TCR binds to the epitope).